This data is from Full USPTO retrosynthesis dataset with 1.9M reactions from patents (1976-2016). The task is: Predict the reactants needed to synthesize the given product. Given the product [Cl:8][C:6]1[N:5]=[CH:4][C:3]([C:9]([N:11]2[CH:15]([CH3:16])[CH2:14][CH2:13][CH:12]2[CH3:17])=[O:10])=[C:2]([NH:18][NH2:19])[CH:7]=1, predict the reactants needed to synthesize it. The reactants are: Cl[C:2]1[CH:7]=[C:6]([Cl:8])[N:5]=[CH:4][C:3]=1[C:9]([N:11]1[CH:15]([CH3:16])[CH2:14][CH2:13][CH:12]1[CH3:17])=[O:10].[NH2:18][NH2:19].